Predict the product of the given reaction. From a dataset of Forward reaction prediction with 1.9M reactions from USPTO patents (1976-2016). (1) Given the reactants Br[C:2]1[CH:12]=[CH:11][C:5]2[O:6][CH2:7][C:8](=[O:10])[NH:9][C:4]=2[CH:3]=1.[C:13]1([C@H:19]2[CH2:24][O:23][CH2:22][CH2:21][NH:20]2)[CH:18]=[CH:17][CH:16]=[CH:15][CH:14]=1.C[Si]([N-][Si](C)(C)C)(C)C.[Li+].[Cl-].[NH4+], predict the reaction product. The product is: [C:13]1([C@@H:19]2[N:20]([C:2]3[CH:12]=[CH:11][C:5]4[O:6][CH2:7][C:8](=[O:10])[NH:9][C:4]=4[CH:3]=3)[CH2:21][CH2:22][O:23][CH2:24]2)[CH:14]=[CH:15][CH:16]=[CH:17][CH:18]=1. (2) Given the reactants Cl[C:2]1[CH:3]=[CH:4][C:5]([CH3:13])=[C:6]2[C:10]=1[C:9](=[O:11])[CH:8]([CH3:12])[CH2:7]2.[C:14]([C:18]1[CH:23]=[CH:22][C:21](B(O)O)=[CH:20][CH:19]=1)([CH3:17])([CH3:16])[CH3:15].C(=O)([O-])[O-].[Na+].[Na+].C(O)CO, predict the reaction product. The product is: [CH3:12][CH:8]1[CH2:7][C:6]2[C:10](=[C:2]([C:21]3[CH:22]=[CH:23][C:18]([C:14]([CH3:17])([CH3:16])[CH3:15])=[CH:19][CH:20]=3)[CH:3]=[CH:4][C:5]=2[CH3:13])[C:9]1=[O:11]. (3) Given the reactants [C:1]([O:5][CH2:6][CH3:7])(=[O:4])[C:2]#[CH:3].[Br:8][C:9]1[CH:10]=[C:11]([CH:16]=[C:17]([Br:20])[C:18]=1[Br:19])[CH2:12][N:13]=[N+:14]=[N-:15], predict the reaction product. The product is: [Br:8][C:9]1[CH:10]=[C:11]([CH:16]=[C:17]([Br:20])[C:18]=1[Br:19])[CH2:12][N:13]1[CH:3]=[C:2]([C:1]([O:5][CH2:6][CH3:7])=[O:4])[N:15]=[N:14]1. (4) Given the reactants [F:1][C:2]1[CH:7]=[CH:6][C:5]([CH2:8][C:9]2[CH:14]=[CH:13][C:12]([N+:15]([O-])=O)=[CH:11][CH:10]=2)=[CH:4][CH:3]=1.[Cl-].[NH4+], predict the reaction product. The product is: [F:1][C:2]1[CH:3]=[CH:4][C:5]([CH2:8][C:9]2[CH:14]=[CH:13][C:12]([NH2:15])=[CH:11][CH:10]=2)=[CH:6][CH:7]=1. (5) Given the reactants [CH3:1][C:2]([CH3:12])([C:10]#[CH:11])[CH2:3][O:4][CH:5]1[CH2:9][CH2:8][O:7][CH2:6]1.[CH3:13][O:14][C:15]([C:17]1[S:18][C:19](I)=[CH:20][C:21]=1[N:22]([CH:32]1[CH2:37][CH2:36][CH:35]([OH:38])[CH2:34][CH2:33]1)[C:23]([CH:25]1[CH2:30][CH2:29][CH:28]([CH3:31])[CH2:27][CH2:26]1)=[O:24])=[O:16].C(N(CC)CC)C, predict the reaction product. The product is: [CH3:13][O:14][C:15]([C:17]1[S:18][C:19]([C:11]#[C:10][C:2]([CH3:12])([CH3:1])[CH2:3][O:4][CH:5]2[CH2:9][CH2:8][O:7][CH2:6]2)=[CH:20][C:21]=1[N:22]([CH:32]1[CH2:33][CH2:34][CH:35]([OH:38])[CH2:36][CH2:37]1)[C:23]([CH:25]1[CH2:30][CH2:29][CH:28]([CH3:31])[CH2:27][CH2:26]1)=[O:24])=[O:16]. (6) Given the reactants [Cl-].[Al+3].[Cl-].[Cl-].[C:5](Cl)(=[O:7])[CH3:6].[C:9]1([S:15]([O:18][C:19]2[CH:27]=[CH:26][C:22]3[S:23][CH:24]=[CH:25][C:21]=3[CH:20]=2)(=[O:17])=[O:16])[CH:14]=[CH:13][CH:12]=[CH:11][CH:10]=1, predict the reaction product. The product is: [C:5]([C:25]1[C:21]2[CH:20]=[C:19]([O:18][S:15]([C:9]3[CH:14]=[CH:13][CH:12]=[CH:11][CH:10]=3)(=[O:16])=[O:17])[CH:27]=[CH:26][C:22]=2[S:23][CH:24]=1)(=[O:7])[CH3:6]. (7) Given the reactants C1(O[C:8](=[O:16])[NH:9][C:10]2[CH:11]=[N:12][CH:13]=[CH:14][CH:15]=2)C=CC=CC=1.[CH2:17]([N:24]1[CH2:28][CH2:27][C@@H:26]([NH2:29])[CH2:25]1)[C:18]1[CH:23]=[CH:22][CH:21]=[CH:20][CH:19]=1, predict the reaction product. The product is: [CH2:17]([N:24]1[CH2:28][CH2:27][C@@H:26]([NH:29][C:8]([NH:9][C:10]2[CH:11]=[N:12][CH:13]=[CH:14][CH:15]=2)=[O:16])[CH2:25]1)[C:18]1[CH:19]=[CH:20][CH:21]=[CH:22][CH:23]=1. (8) Given the reactants [I:1][C:2]1[CH:3]=[C:4]([CH:15]=[CH:16][CH:17]=1)[O:5][C:6]1[CH:7]=[C:8]([CH:10]=[CH:11][C:12]=1[O:13][CH3:14])N.[Cl:18]C1C=C(C=C(I)C=1)OC1C=CC(N)=CC=1OC.N([O-])=O.[Na+].O, predict the reaction product. The product is: [Cl:18][C:8]1[CH:10]=[CH:11][C:12]([O:13][CH3:14])=[C:6]([O:5][C:4]2[CH:15]=[CH:16][CH:17]=[C:2]([I:1])[CH:3]=2)[CH:7]=1. (9) Given the reactants [NH:1]1[C:10]2[C:5](=[CH:6][CH:7]=[CH:8][CH:9]=2)[CH2:4][CH2:3][CH2:2]1.Cl[C:12]1[C:13](=[O:26])[NH:14][C:15]2[C:20]([N:21]=1)=[CH:19][C:18]([C:22]([O:24][CH3:25])=[O:23])=[CH:17][CH:16]=2, predict the reaction product. The product is: [O:26]=[C:13]1[C:12]([N:1]2[C:10]3[C:5](=[CH:6][CH:7]=[CH:8][CH:9]=3)[CH2:4][CH2:3][CH2:2]2)=[N:21][C:20]2[C:15](=[CH:16][CH:17]=[C:18]([C:22]([O:24][CH3:25])=[O:23])[CH:19]=2)[NH:14]1. (10) Given the reactants [CH3:1][O:2][C:3]([C@@H:5]1[CH2:9][C@H:8]([NH2:10])[CH2:7][N:6]1[CH2:11][C:12]1[CH:17]=[CH:16][CH:15]=[CH:14][CH:13]=1)=[O:4].[OH:18][C:19]1[C:28]2[C:23](=[CH:24][CH:25]=[CH:26][CH:27]=2)[CH:22]=[CH:21][C:20]=1[C:29](O)=[O:30], predict the reaction product. The product is: [CH3:1][O:2][C:3]([C@@H:5]1[CH2:9][C@H:8]([NH:10][C:29]([C:20]2[CH:21]=[CH:22][C:23]3[C:28](=[CH:27][CH:26]=[CH:25][CH:24]=3)[C:19]=2[OH:18])=[O:30])[CH2:7][N:6]1[CH2:11][C:12]1[CH:17]=[CH:16][CH:15]=[CH:14][CH:13]=1)=[O:4].